This data is from Full USPTO retrosynthesis dataset with 1.9M reactions from patents (1976-2016). The task is: Predict the reactants needed to synthesize the given product. (1) Given the product [Br:8][C:6]1[CH:5]=[CH:4][C:3]2[O:9][CH2:17][C:18](=[O:19])[NH:1][C:2]=2[CH:7]=1, predict the reactants needed to synthesize it. The reactants are: [NH2:1][C:2]1[CH:7]=[C:6]([Br:8])[CH:5]=[CH:4][C:3]=1[OH:9].C([O-])([O-])=O.[K+].[K+].Br[CH2:17][C:18](Br)=[O:19]. (2) Given the product [C:20]([O:19][C:17]([NH:16][C@H:9]([CH2:8][C:5]1[CH:6]=[CH:7][C:2]([C:29]2[CH:28]=[CH:27][CH:26]=[C:25]([Cl:24])[CH:30]=2)=[CH:3][CH:4]=1)[CH2:10][C:11]([O:13][CH2:14][CH3:15])=[O:12])=[O:18])([CH3:23])([CH3:22])[CH3:21], predict the reactants needed to synthesize it. The reactants are: Br[C:2]1[CH:7]=[CH:6][C:5]([CH2:8][C@@H:9]([NH:16][C:17]([O:19][C:20]([CH3:23])([CH3:22])[CH3:21])=[O:18])[CH2:10][C:11]([O:13][CH2:14][CH3:15])=[O:12])=[CH:4][CH:3]=1.[Cl:24][C:25]1[CH:26]=[C:27](B(O)O)[CH:28]=[CH:29][CH:30]=1.C([O-])([O-])=O.[Na+].[Na+]. (3) Given the product [CH3:1][O:2][CH2:3][CH2:4][O:5][CH2:6][CH2:7][O:8][CH2:9][CH2:10][O:11][CH2:15][CH2:16][CH2:17][CH2:18][CH2:19][CH2:20][CH2:21][CH2:22][CH2:23][CH:24]=[CH2:25], predict the reactants needed to synthesize it. The reactants are: [CH3:1][O:2][CH2:3][CH2:4][O:5][CH2:6][CH2:7][O:8][CH2:9][CH2:10][OH:11].[OH-].[Na+].Br[CH2:15][CH2:16][CH2:17][CH2:18][CH2:19][CH2:20][CH2:21][CH2:22][CH2:23][CH:24]=[CH2:25].